Task: Predict the reactants needed to synthesize the given product.. Dataset: Full USPTO retrosynthesis dataset with 1.9M reactions from patents (1976-2016) (1) Given the product [CH:1]1([NH:7][C:8]2[N:16]=[C:15]([NH:17][C:18]3[CH:23]=[CH:22][C:21]([C:24]4[CH2:25][CH2:26][N:27]([S:42]([CH3:41])(=[O:44])=[O:43])[CH2:28][CH:29]=4)=[CH:20][C:19]=3[O:30][CH3:31])[N:14]=[C:13]3[C:9]=2[N:10]=[CH:11][NH:12]3)[CH2:2][CH2:3][CH2:4][CH2:5][CH2:6]1, predict the reactants needed to synthesize it. The reactants are: [CH:1]1([NH:7][C:8]2[N:16]=[C:15]([NH:17][C:18]3[CH:23]=[CH:22][C:21]([C:24]4[CH2:25][CH2:26][NH:27][CH2:28][CH:29]=4)=[CH:20][C:19]=3[O:30][CH3:31])[N:14]=[C:13]3[C:9]=2[N:10]=[CH:11][NH:12]3)[CH2:6][CH2:5][CH2:4][CH2:3][CH2:2]1.C(N(C(C)C)C(C)C)C.[CH3:41][S:42](Cl)(=[O:44])=[O:43]. (2) Given the product [Cl:1][C:2]1[CH:3]=[C:4]2[C:9](=[CH:10][N:11]=1)[C:8](=[O:14])[NH:7][CH:6]=[CH:5]2, predict the reactants needed to synthesize it. The reactants are: [Cl:1][C:2]1[CH:3]=[C:4]2[C:9](=[C:10](NN)[N:11]=1)[C:8](=[O:14])[NH:7][CH:6]=[CH:5]2.[OH-].[Na+].[O-]Cl.[Na+].Cl.